Dataset: Full USPTO retrosynthesis dataset with 1.9M reactions from patents (1976-2016). Task: Predict the reactants needed to synthesize the given product. (1) Given the product [CH:1]1([N:6]2[C:14]3[CH:13]=[CH:12][NH:11][C:10](=[O:15])[C:9]=3[C:8]([C:17]3[CH:18]=[C:19]([CH:23]=[CH:24][CH:25]=3)[C:20]([NH2:22])=[O:21])=[N:7]2)[CH2:5][CH2:4][CH2:3][CH2:2]1, predict the reactants needed to synthesize it. The reactants are: [CH:1]1([N:6]2[C:14]3[CH:13]=[CH:12][N:11]=[C:10]([O:15]C)[C:9]=3[C:8]([C:17]3[CH:18]=[C:19]([CH:23]=[CH:24][CH:25]=3)[C:20]([NH2:22])=[O:21])=[N:7]2)[CH2:5][CH2:4][CH2:3][CH2:2]1.[I-].[Na+].Cl[Si](C)(C)C.O. (2) Given the product [CH2:13]([O:1][C:2]1[CH:3]=[CH:4][CH:5]=[C:6]2[C:11]=1[N:10]=[C:9]([CH:12]=[O:22])[CH:8]=[CH:7]2)[C:14]1[CH:19]=[CH:18][CH:17]=[CH:16][CH:15]=1, predict the reactants needed to synthesize it. The reactants are: [OH:1][C:2]1[CH:3]=[CH:4][CH:5]=[C:6]2[C:11]=1[N:10]=[C:9]([CH3:12])[CH:8]=[CH:7]2.[CH2:13](Br)[C:14]1[CH:19]=[CH:18][CH:17]=[CH:16][CH:15]=1.[Se](=O)=[O:22]. (3) Given the product [Cl:8][C:9]1[CH:14]=[CH:13][CH:12]=[CH:11][C:10]=1[C:15]1[O:16][C:17]2[C:22]([C:23](=[O:25])[CH:24]=1)=[C:21]([OH:26])[CH:20]=[C:19]([OH:28])[C:18]=2[C@@H:30]1[CH2:34][CH2:33][N:32]([CH3:35])[C@H:31]1[CH2:36][OH:37], predict the reactants needed to synthesize it. The reactants are: Cl.N1C=CC=CC=1.[Cl:8][C:9]1[CH:14]=[CH:13][CH:12]=[CH:11][C:10]=1[C:15]1[O:16][C:17]2[C:22]([C:23](=[O:25])[CH:24]=1)=[C:21]([O:26]C)[CH:20]=[C:19]([O:28]C)[C:18]=2[C@@H:30]1[CH2:34][CH2:33][N:32]([CH3:35])[C@H:31]1[CH2:36][OH:37].C([O-])([O-])=O.[Na+].[Na+]. (4) Given the product [CH3:12][N:13]([CH3:17])[C:14](=[S:15])[O:8][C:5]1[CH:6]=[CH:7][C:2]([Br:1])=[C:3]([CH3:9])[CH:4]=1, predict the reactants needed to synthesize it. The reactants are: [Br:1][C:2]1[CH:7]=[CH:6][C:5]([OH:8])=[CH:4][C:3]=1[CH3:9].[H-].[Na+].[CH3:12][N:13]([CH3:17])[C:14](Cl)=[S:15].O.